This data is from NCI-60 drug combinations with 297,098 pairs across 59 cell lines. The task is: Regression. Given two drug SMILES strings and cell line genomic features, predict the synergy score measuring deviation from expected non-interaction effect. (1) Drug 1: CC12CCC3C(C1CCC2=O)CC(=C)C4=CC(=O)C=CC34C. Drug 2: C1=CC(=CC=C1CC(C(=O)O)N)N(CCCl)CCCl.Cl. Cell line: SF-295. Synergy scores: CSS=50.3, Synergy_ZIP=-3.28, Synergy_Bliss=1.50, Synergy_Loewe=2.88, Synergy_HSA=2.75. (2) Drug 1: C1=C(C(=O)NC(=O)N1)N(CCCl)CCCl. Drug 2: C1=NNC2=C1C(=O)NC=N2. Cell line: SF-268. Synergy scores: CSS=41.0, Synergy_ZIP=3.67, Synergy_Bliss=5.25, Synergy_Loewe=-10.9, Synergy_HSA=2.32. (3) Drug 1: CC1=CC=C(C=C1)C2=CC(=NN2C3=CC=C(C=C3)S(=O)(=O)N)C(F)(F)F. Drug 2: C(CC(=O)O)C(=O)CN.Cl. Cell line: UACC62. Synergy scores: CSS=-1.37, Synergy_ZIP=4.06, Synergy_Bliss=7.92, Synergy_Loewe=-44.5, Synergy_HSA=1.75.